Dataset: Retrosynthesis with 50K atom-mapped reactions and 10 reaction types from USPTO. Task: Predict the reactants needed to synthesize the given product. (1) Given the product OCCCc1ccc(Br)cc1, predict the reactants needed to synthesize it. The reactants are: CCOC(=O)CCc1ccc(Br)cc1. (2) Given the product CC(CNS(=O)(=O)C(C)C)c1cccc(CCN)c1, predict the reactants needed to synthesize it. The reactants are: CC(CNS(=O)(=O)C(C)C)c1cccc(CCNC(=O)OCc2ccccc2)c1. (3) Given the product C=CCOCC1(c2cccc(C)c2)NC(=O)N(c2ccc(C#N)c(C(F)(F)F)c2)C1=O, predict the reactants needed to synthesize it. The reactants are: C=CCOCC1(c2cccc(C)c2)NC(=O)NC1=O.N#Cc1ccc(Br)cc1C(F)(F)F. (4) Given the product OCCCC#Cc1ccc2c(-c3ccc(Br)cc3)nsc2c1, predict the reactants needed to synthesize it. The reactants are: C#CCCCO.O=S(=O)(Oc1ccc2c(-c3ccc(Br)cc3)nsc2c1)C(F)(F)F.